From a dataset of Full USPTO retrosynthesis dataset with 1.9M reactions from patents (1976-2016). Predict the reactants needed to synthesize the given product. (1) Given the product [Cl:43][C:44]1[CH:45]=[C:46]2[C:50](=[CH:51][CH:52]=1)[NH:49][C:48]([C:53]([NH:11][C@@H:12]1[CH2:20][C:19]3[C:14](=[CH:15][CH:16]=[CH:17][CH:18]=3)[C@H:13]1[CH2:21][O:22][CH:23]([CH3:31])[C:24]([O:26][C:27]([CH3:30])([CH3:29])[CH3:28])=[O:25])=[O:54])=[CH:47]2, predict the reactants needed to synthesize it. The reactants are: C1C=CC2N(O)N=NC=2C=1.[NH2:11][C@@H:12]1[CH2:20][C:19]2[C:14](=[CH:15][CH:16]=[CH:17][CH:18]=2)[C@H:13]1[CH2:21][O:22][CH:23]([CH3:31])[C:24]([O:26][C:27]([CH3:30])([CH3:29])[CH3:28])=[O:25].CCN=C=NCCCN(C)C.[Cl:43][C:44]1[CH:45]=[C:46]2[C:50](=[CH:51][CH:52]=1)[NH:49][C:48]([C:53](O)=[O:54])=[CH:47]2. (2) Given the product [CH3:1][N:2]1[CH2:7][CH2:6][N:5]([NH:8][C:9]([C:11]2[S:15][C:14]([C:16]([NH:21][NH2:22])=[O:18])=[CH:13][CH:12]=2)=[O:10])[CH2:4][CH2:3]1, predict the reactants needed to synthesize it. The reactants are: [CH3:1][N:2]1[CH2:7][CH2:6][N:5]([NH:8][C:9]([C:11]2[S:15][C:14]([C:16]([O:18]C)=O)=[CH:13][CH:12]=2)=[O:10])[CH2:4][CH2:3]1.O.[NH2:21][NH2:22]. (3) Given the product [Br:17][C:8]1[C:9]2[N:10]([CH:13]=[C:14]([CH3:16])[N:15]=2)[CH:11]=[CH:12][C:7]=1[NH:6][C:19]([O:21][CH2:22][CH3:23])=[O:20], predict the reactants needed to synthesize it. The reactants are: C(=O)(O)[O-].[Na+].[NH2:6][C:7]1[CH:12]=[CH:11][N:10]2[CH:13]=[C:14]([CH3:16])[N:15]=[C:9]2[C:8]=1[Br:17].Cl[C:19]([O:21][CH2:22][CH3:23])=[O:20].O. (4) Given the product [Br:18][C:19]1[CH:24]=[CH:23][C:22]([CH2:25][C:9]([C:4]2[CH:5]=[CH:6][C:7](=[O:8])[N:2]([CH3:1])[CH:3]=2)=[O:11])=[C:21]([Cl:27])[CH:20]=1, predict the reactants needed to synthesize it. The reactants are: [CH3:1][N:2]1[C:7](=[O:8])[CH:6]=[CH:5][C:4]([C:9]([OH:11])=O)=[CH:3]1.C(Cl)(=O)C(Cl)=O.[Br:18][C:19]1[CH:24]=[CH:23][C:22]([CH2:25]Br)=[C:21]([Cl:27])[CH:20]=1. (5) The reactants are: [CH3:1][N:2]([S:15]([C:18]1[S:19][CH:20]=[CH:21][CH:22]=1)(=[O:17])=[O:16])[C:3]1[CH:4]=[CH:5][CH:6]=[C:7]2[C:11]=1[NH:10][C:9]([C:12](=[S:14])[NH2:13])=[CH:8]2.Cl[CH2:24][C:25](=O)[CH2:26][C:27]([O:29][CH2:30][CH3:31])=[O:28].CN(C)C(=O)C. Given the product [CH3:1][N:2]([S:15]([C:18]1[S:19][CH:20]=[CH:21][CH:22]=1)(=[O:17])=[O:16])[C:3]1[CH:4]=[CH:5][CH:6]=[C:7]2[C:11]=1[NH:10][C:9]([C:12]1[S:14][CH:24]=[C:25]([CH2:26][C:27]([O:29][CH2:30][CH3:31])=[O:28])[N:13]=1)=[CH:8]2, predict the reactants needed to synthesize it. (6) Given the product [Br:1][C:2]1[CH:3]=[CH:4][C:5]([CH3:8])=[N+:6]([O-:13])[CH:7]=1, predict the reactants needed to synthesize it. The reactants are: [Br:1][C:2]1[CH:3]=[CH:4][C:5]([CH3:8])=[N:6][CH:7]=1.OO.NC(N)=[O:13].FC(F)(F)C(OC(=O)C(F)(F)F)=O. (7) Given the product [CH:28]([C:24]1[CH:23]=[C:22]([NH:21][C:19]([C:15]2[CH:14]=[C:13]([N:10]3[CH2:11][C:6]4[CH:5]=[N:4][C:3]([S:2][CH3:1])=[N:8][C:7]=4[CH2:9]3)[CH:18]=[CH:17][N:16]=2)=[O:20])[CH:27]=[CH:26][CH:25]=1)([CH3:30])[CH3:29], predict the reactants needed to synthesize it. The reactants are: [CH3:1][S:2][C:3]1[N:4]=[CH:5][C:6]2[CH2:11][NH:10][CH2:9][C:7]=2[N:8]=1.Br[C:13]1[CH:18]=[CH:17][N:16]=[C:15]([C:19]([NH:21][C:22]2[CH:27]=[CH:26][CH:25]=[C:24]([CH:28]([CH3:30])[CH3:29])[CH:23]=2)=[O:20])[CH:14]=1.